Dataset: Catalyst prediction with 721,799 reactions and 888 catalyst types from USPTO. Task: Predict which catalyst facilitates the given reaction. (1) Reactant: [N:1]([C:4]1[N:9]=[CH:8][N:7]=[C:6]([O:10][C:11]2[CH:16]=[CH:15][C:14]([NH:17][C:18]([NH:20][C:21]3[CH:26]=[C:25]([C:27]([F:30])([F:29])[F:28])[CH:24]=[C:23]([CH2:31][N:32]4[CH2:35][CH2:34][CH2:33]4)[CH:22]=3)=[O:19])=[CH:13][CH:12]=2)[CH:5]=1)=[N+]=[N-]. Product: [NH2:1][C:4]1[N:9]=[CH:8][N:7]=[C:6]([O:10][C:11]2[CH:16]=[CH:15][C:14]([NH:17][C:18]([NH:20][C:21]3[CH:26]=[C:25]([C:27]([F:29])([F:30])[F:28])[CH:24]=[C:23]([CH2:31][N:32]4[CH2:33][CH2:34][CH2:35]4)[CH:22]=3)=[O:19])=[CH:13][CH:12]=2)[CH:5]=1. The catalyst class is: 123. (2) Reactant: [C:1]([O:5][C:6]([NH:8][C@H:9]1[CH2:13][CH2:12][C:11]([C:18]([OH:21])([CH3:20])[CH3:19])([C:14]([O:16]C)=[O:15])[CH2:10]1)=[O:7])([CH3:4])([CH3:3])[CH3:2].CO.O.O.[OH-].[Li+]. Product: [C:1]([O:5][C:6]([NH:8][C@H:9]1[CH2:13][CH2:12][C:11]([C:18]([OH:21])([CH3:20])[CH3:19])([C:14]([OH:16])=[O:15])[CH2:10]1)=[O:7])([CH3:4])([CH3:2])[CH3:3]. The catalyst class is: 7. (3) Reactant: C(Cl)(=O)C(Cl)=O.CS(C)=O.[CH3:11][C:12]1[N:16]([CH2:17][C:18]2[CH:23]=[CH:22][C:21]([CH3:24])=[CH:20][CH:19]=2)[N:15]=[C:14]([CH2:25][OH:26])[CH:13]=1.C(N(CC)CC)C. Product: [CH3:11][C:12]1[N:16]([CH2:17][C:18]2[CH:23]=[CH:22][C:21]([CH3:24])=[CH:20][CH:19]=2)[N:15]=[C:14]([CH:25]=[O:26])[CH:13]=1. The catalyst class is: 46. (4) Reactant: [CH:1]1[C:14]2[NH:13][C:12]3[C:7](=[CH:8][CH:9]=[CH:10][CH:11]=3)[S:6][C:5]=2[CH:4]=[CH:3][CH:2]=1.[I:15]I. Product: [I-:15].[I-:15].[I-:15].[I-:15].[CH:11]1[C:12]2[NH2+:13][C:14]3[C:5](=[CH:4][CH:3]=[CH:2][CH:1]=3)[S:6][C:7]=2[CH:8]=[CH:9][CH:10]=1.[CH:11]1[C:12]2[NH2+:13][C:14]3[C:5](=[CH:4][CH:3]=[CH:2][CH:1]=3)[S:6][C:7]=2[CH:8]=[CH:9][CH:10]=1.[CH:11]1[C:12]2[NH2+:13][C:14]3[C:5](=[CH:4][CH:3]=[CH:2][CH:1]=3)[S:6][C:7]=2[CH:8]=[CH:9][CH:10]=1.[CH:11]1[C:12]2[NH2+:13][C:14]3[C:5](=[CH:4][CH:3]=[CH:2][CH:1]=3)[S:6][C:7]=2[CH:8]=[CH:9][CH:10]=1. The catalyst class is: 4. (5) Reactant: [CH3:1][C:2]1[CH:7]=[CH:6][N:5]=[CH:4][C:3]=1[N:8]1[CH2:12][CH2:11][NH:10][C:9]1=[O:13].Br[C:15]1[C:19]2[C:20]([Cl:24])=[N:21][CH:22]=[CH:23][C:18]=2[S:17][CH:16]=1.N[C@@H]1CCCC[C@H]1N.P([O-])([O-])([O-])=O.[K+].[K+].[K+]. Product: [Cl:24][C:20]1[C:19]2[C:15]([N:10]3[CH2:11][CH2:12][N:8]([C:3]4[CH:4]=[N:5][CH:6]=[CH:7][C:2]=4[CH3:1])[C:9]3=[O:13])=[CH:16][S:17][C:18]=2[CH:23]=[CH:22][N:21]=1. The catalyst class is: 246. (6) Reactant: S(=O)(O)[O-].[Na+].[N+:6]([C:9]1[CH:10]=[C:11]([CH:14]=[CH:15][CH:16]=1)[CH:12]=[O:13])([O-:8])=[O:7].CCOCC.[C-:22]#[N:23].[K+]. The catalyst class is: 90. Product: [N+:6]([C:9]1[CH:10]=[C:11]([CH:12]([OH:13])[C:22]#[N:23])[CH:14]=[CH:15][CH:16]=1)([O-:8])=[O:7]. (7) Reactant: [CH:1]1([CH2:4][N:5]2[C:13]3[C:8](=[CH:9][CH:10]=[CH:11][CH:12]=3)[C:7]([CH:14]3[CH2:19][CH2:18][NH:17][CH2:16][CH2:15]3)=[CH:6]2)[CH2:3][CH2:2]1.C([O:22][C:23](=[O:36])[CH2:24][C:25]1[CH:30]=[CH:29][C:28]([O:31][CH2:32][CH2:33][CH2:34]Cl)=[CH:27][CH:26]=1)C.C(=O)([O-])[O-].[K+].[K+].[I-].[K+]. Product: [CH:1]1([CH2:4][N:5]2[C:13]3[C:8](=[CH:9][CH:10]=[CH:11][CH:12]=3)[C:7]([CH:14]3[CH2:19][CH2:18][N:17]([CH2:34][CH2:33][CH2:32][O:31][C:28]4[CH:29]=[CH:30][C:25]([CH2:24][C:23]([OH:36])=[O:22])=[CH:26][CH:27]=4)[CH2:16][CH2:15]3)=[CH:6]2)[CH2:2][CH2:3]1. The catalyst class is: 824. (8) Reactant: C[O:2][C:3]([CH:5]1[CH2:9][CH:8]([CH2:10][O:11][C:12]2[CH:17]=[CH:16][C:15]([C:18]3[NH:26][C:25]4[C:24](=[O:27])[N:23]([CH2:28][CH2:29][CH3:30])[C:22](=[O:31])[N:21]([CH2:32][CH2:33][CH3:34])[C:20]=4[N:19]=3)=[CH:14][CH:13]=2)[CH2:7][N:6]1[CH2:35][C:36]1[CH:41]=[CH:40][CH:39]=[C:38]([C:42]([F:45])([F:44])[F:43])[CH:37]=1)=[O:4].[Li+].[OH-]. Product: [O:31]=[C:22]1[N:21]([CH2:32][CH2:33][CH3:34])[C:20]2[N:19]=[C:18]([C:15]3[CH:14]=[CH:13][C:12]([O:11][CH2:10][CH:8]4[CH2:7][N:6]([CH2:35][C:36]5[CH:41]=[CH:40][CH:39]=[C:38]([C:42]([F:44])([F:45])[F:43])[CH:37]=5)[CH:5]([C:3]([OH:4])=[O:2])[CH2:9]4)=[CH:17][CH:16]=3)[NH:26][C:25]=2[C:24](=[O:27])[N:23]1[CH2:28][CH2:29][CH3:30]. The catalyst class is: 87. (9) Reactant: [NH+]1C=CC=CC=1.C1(C)C=CC(S([O-])(=O)=O)=CC=1.[OH:18][CH:19]1[CH2:24][CH2:23][CH:22]([C:25]([O:27][CH2:28][CH3:29])=[O:26])[CH2:21][CH2:20]1.[O:30]1[CH:35]=[CH:34][CH2:33][CH2:32][CH2:31]1. Product: [O:30]1[CH2:35][CH2:34][CH2:33][CH2:32][CH:31]1[O:18][CH:19]1[CH2:20][CH2:21][CH:22]([C:25]([O:27][CH2:28][CH3:29])=[O:26])[CH2:23][CH2:24]1. The catalyst class is: 2.